Regression. Given a peptide amino acid sequence and an MHC pseudo amino acid sequence, predict their binding affinity value. This is MHC class II binding data. From a dataset of Peptide-MHC class II binding affinity with 134,281 pairs from IEDB. (1) The peptide sequence is PKDSDEFIPMKSSWG. The MHC is HLA-DQA10301-DQB10302 with pseudo-sequence HLA-DQA10301-DQB10302. The binding affinity (normalized) is 0.139. (2) The MHC is HLA-DPA10201-DPB10501 with pseudo-sequence HLA-DPA10201-DPB10501. The peptide sequence is ISATPEWATPFPHRK. The binding affinity (normalized) is 0.0176. (3) The peptide sequence is ETALKKAITAMSEAQKAAKP. The MHC is DRB1_0101 with pseudo-sequence DRB1_0101. The binding affinity (normalized) is 0.731. (4) The peptide sequence is KDQSKYCHGILLKDV. The MHC is DRB1_0101 with pseudo-sequence DRB1_0101. The binding affinity (normalized) is 0.833. (5) The peptide sequence is SHLIKIPLLIGYGNK. The MHC is HLA-DPA10201-DPB10101 with pseudo-sequence HLA-DPA10201-DPB10101. The binding affinity (normalized) is 0.658. (6) The MHC is DRB5_0101 with pseudo-sequence DRB5_0101. The peptide sequence is CGKYLFNWAVRTKLKLTPIA. The binding affinity (normalized) is 0.794. (7) The peptide sequence is KLPWKNESSIKVIKQ. The MHC is DRB1_0405 with pseudo-sequence DRB1_0405. The binding affinity (normalized) is 0.249. (8) The peptide sequence is PCLFMRTVSHVILHG. The MHC is DRB3_0101 with pseudo-sequence DRB3_0101. The binding affinity (normalized) is 0. (9) The MHC is HLA-DPA10103-DPB10401 with pseudo-sequence HLA-DPA10103-DPB10401. The peptide sequence is PGPNITATYGGKWLD. The binding affinity (normalized) is 0.196. (10) The peptide sequence is GYVSLQEFVDLNNKG. The MHC is HLA-DQA10101-DQB10501 with pseudo-sequence HLA-DQA10101-DQB10501. The binding affinity (normalized) is 0.676.